From a dataset of Full USPTO retrosynthesis dataset with 1.9M reactions from patents (1976-2016). Predict the reactants needed to synthesize the given product. (1) The reactants are: [OH:1][CH:2]1[CH2:7][CH2:6][N:5]([C:8]([O:10][C:11]([CH3:14])([CH3:13])[CH3:12])=[O:9])[CH2:4][CH2:3]1.CC(C)([O-])C.[K+].F[C:22]1[CH:27]=[CH:26][C:25]([N+:28]([O-:30])=[O:29])=[CH:24][C:23]=1[F:31].O. Given the product [F:31][C:23]1[CH:24]=[C:25]([N+:28]([O-:30])=[O:29])[CH:26]=[CH:27][C:22]=1[O:1][CH:2]1[CH2:3][CH2:4][N:5]([C:8]([O:10][C:11]([CH3:14])([CH3:13])[CH3:12])=[O:9])[CH2:6][CH2:7]1, predict the reactants needed to synthesize it. (2) Given the product [C:25]([O:28][C@H:29]([CH3:35])[CH2:30][CH2:31][CH2:32][CH2:33][I:34])(=[O:27])[CH3:26].[C:25]([O:28][C@H:29]([CH3:35])[CH2:30][CH2:31][CH2:32][CH2:33][N:13]1[C:14](=[O:20])[C:15]2[N:16]([CH3:19])[C:17](=[O:18])[N:9]([CH2:8][O:7][C:1](=[O:6])[C:2]([CH3:5])([CH3:4])[CH3:3])[C:10]=2[N:11]([CH3:22])[C:12]1=[O:21])(=[O:27])[CH3:26], predict the reactants needed to synthesize it. The reactants are: [C:1]([O:7][CH2:8][N:9]1[C:17](=[O:18])[N:16]([CH3:19])[C:15]2[C:14](=[O:20])[NH:13][C:12](=[O:21])[N:11]([CH3:22])[C:10]1=2)(=[O:6])[C:2]([CH3:5])([CH3:4])[CH3:3].[H-].[Na+].[C:25]([O:28][C@H:29]([CH3:35])[CH2:30][CH2:31][CH2:32][CH2:33][I:34])(=[O:27])[CH3:26].O. (3) Given the product [F:5][C:6]([F:17])([F:16])[O:7][C:8]1[CH:15]=[CH:14][C:11]([CH2:12][NH:4][CH2:1][CH:2]=[CH2:3])=[CH:10][CH:9]=1, predict the reactants needed to synthesize it. The reactants are: [CH2:1]([NH2:4])[CH:2]=[CH2:3].[F:5][C:6]([F:17])([F:16])[O:7][C:8]1[CH:15]=[CH:14][C:11]([CH2:12]Br)=[CH:10][CH:9]=1.CCN(C(C)C)C(C)C.